Dataset: Aqueous solubility values for 9,982 compounds from the AqSolDB database. Task: Regression/Classification. Given a drug SMILES string, predict its absorption, distribution, metabolism, or excretion properties. Task type varies by dataset: regression for continuous measurements (e.g., permeability, clearance, half-life) or binary classification for categorical outcomes (e.g., BBB penetration, CYP inhibition). For this dataset (solubility_aqsoldb), we predict Y. (1) The molecule is CCCCCCc1ccc(O)cc1O. The Y is -2.59 log mol/L. (2) The compound is CC(=O)[O-].CC(=O)[O-].[Ba+2]. The Y is 0.195 log mol/L. (3) The drug is CCC(CC)(C(=O)NC(N)=O)C(=O)OC(C)C. The Y is -2.77 log mol/L. (4) The molecule is Nc1ccc2c(O)cccc2c1S(=O)(=O)O. The Y is -2.06 log mol/L. (5) The Y is -8.37 log mol/L. The molecule is Clc1cc(Cl)cc(-c2cc(Cl)cc(Cl)c2)c1. (6) The drug is Cc1cccc(C)n1. The Y is 0.447 log mol/L.